Predict the reaction yield, written as a fraction of the theoretical maximum amount of product (1.0 means a 100% yield; for example, 0.34 means a 34% yield). From a dataset of Reaction yield outcomes from USPTO patents with 853,638 reactions. (1) The reactants are [OH:1][CH2:2][CH2:3][O:4][C@H:5]1[CH2:10][CH2:9][C@H:8]([N:11]2[C:16](=[O:17])[C:15]([CH2:18][C:19]3[CH:24]=[CH:23][C:22]([C:25]4[C:26]([C:31]#[N:32])=[CH:27][CH:28]=[CH:29][CH:30]=4)=[CH:21][CH:20]=3)=[C:14]([CH2:33][CH2:34][CH3:35])[N:13]3[N:36]=[CH:37][N:38]=[C:12]23)[CH2:7][CH2:6]1.C(N(CC)CC)C.[CH3:46][S:47](Cl)(=[O:49])=[O:48]. The catalyst is CN(C)C1C=CN=CC=1.C(#N)C. The product is [CH3:46][S:47]([O:1][CH2:2][CH2:3][O:4][C@H:5]1[CH2:10][CH2:9][C@H:8]([N:11]2[C:16](=[O:17])[C:15]([CH2:18][C:19]3[CH:24]=[CH:23][C:22]([C:25]4[CH:30]=[CH:29][CH:28]=[CH:27][C:26]=4[C:31]#[N:32])=[CH:21][CH:20]=3)=[C:14]([CH2:33][CH2:34][CH3:35])[N:13]3[N:36]=[CH:37][N:38]=[C:12]23)[CH2:7][CH2:6]1)(=[O:49])=[O:48]. The yield is 0.890. (2) The catalyst is C(O)(C(F)(F)F)=O.C(Cl)Cl. The yield is 0.860. The product is [Cl:1][C:2]1[CH:7]=[CH:6][CH:5]=[CH:4][C:3]=1[C:8]1[CH:9]=[C:10]2[C:14]3=[C:15]([CH2:17][CH2:18][N:13]3[C@@H:12]3[CH2:19][CH2:20][NH:21][CH2:22][C@H:11]23)[CH:16]=1. The reactants are [Cl:1][C:2]1[CH:7]=[CH:6][CH:5]=[CH:4][C:3]=1[C:8]1[CH:9]=[C:10]2[C:14]3=[C:15]([CH2:17][CH2:18][N:13]3[C@@H:12]3[CH2:19][CH2:20][N:21](C(OC(C)(C)C)=O)[CH2:22][C@H:11]23)[CH:16]=1.[OH-].[Na+]. (3) The reactants are CC(OI1(OC(C)=O)(OC(C)=O)OC(=O)C2C=CC=CC1=2)=O.[CH3:23][N:24]([CH3:50])[C:25]([C:27]1[N:44]([CH:45]2[CH2:49][CH2:48][CH2:47][CH2:46]2)[C:30]2[N:31]=[C:32]([NH:35][C:36]3[CH:41]=[CH:40][C:39]([CH2:42][OH:43])=[CH:38][N:37]=3)[N:33]=[CH:34][C:29]=2[CH:28]=1)=[O:26].C1COCC1.[OH-].[Na+]. The catalyst is ClCCl.C(O)(C)(C)C.CCOCC. The product is [CH3:23][N:24]([CH3:50])[C:25]([C:27]1[N:44]([CH:45]2[CH2:49][CH2:48][CH2:47][CH2:46]2)[C:30]2[N:31]=[C:32]([NH:35][C:36]3[CH:41]=[CH:40][C:39]([CH:42]=[O:43])=[CH:38][N:37]=3)[N:33]=[CH:34][C:29]=2[CH:28]=1)=[O:26]. The yield is 0.820. (4) The product is [C:6]([CH2:5][CH2:4][N:20]1[CH2:21][CH2:22][CH:17]([O:16][CH2:15][CH2:14][O:13][C:12]2[CH:11]=[C:10]3[C:5]([C:6]([O:23][C:24]4[CH:25]=[C:26]5[C:30](=[CH:31][CH:32]=4)[NH:29][C:28]([CH3:33])=[CH:27]5)=[N:7][CH:8]=[N:9]3)=[CH:4][C:3]=2[O:2][CH3:1])[CH2:18][CH2:19]1)#[N:7]. The catalyst is C(#N)C=C.C(Cl)Cl.CO. The yield is 0.860. The reactants are [CH3:1][O:2][C:3]1[CH:4]=[C:5]2[C:10](=[CH:11][C:12]=1[O:13][CH2:14][CH2:15][O:16][CH:17]1[CH2:22][CH2:21][NH:20][CH2:19][CH2:18]1)[N:9]=[CH:8][N:7]=[C:6]2[O:23][C:24]1[CH:25]=[C:26]2[C:30](=[CH:31][CH:32]=1)[NH:29][C:28]([CH3:33])=[CH:27]2. (5) The reactants are [NH2:1][C:2]1[C:3]([F:30])=[CH:4][C:5]([Cl:29])=[C:6]([C:8]2[C:9](=[O:28])[N:10]([CH2:26][CH3:27])[C:11]3[C:16]([CH:17]=2)=[CH:15][N:14]=[C:13]([NH:18][CH:19]2[CH2:24][CH2:23][N:22]([CH3:25])[CH2:21][CH2:20]2)[CH:12]=3)[CH:7]=1.N1C=CC=CC=1.[C:37]1([N:43]=[C:44]=[O:45])[CH:42]=[CH:41][CH:40]=[CH:39][CH:38]=1. The catalyst is C(Cl)Cl. The product is [Cl:29][C:5]1[C:6]([C:8]2[C:9](=[O:28])[N:10]([CH2:26][CH3:27])[C:11]3[C:16]([CH:17]=2)=[CH:15][N:14]=[C:13]([NH:18][CH:19]2[CH2:24][CH2:23][N:22]([CH3:25])[CH2:21][CH2:20]2)[CH:12]=3)=[CH:7][C:2]([NH:1][C:44]([NH:43][C:37]2[CH:42]=[CH:41][CH:40]=[CH:39][CH:38]=2)=[O:45])=[C:3]([F:30])[CH:4]=1. The yield is 0.470. (6) The reactants are [CH3:1][C:2]1[N:7]=[C:6]2[S:8][C:9]3[CH2:14][CH2:13][CH2:12][CH2:11][C:10]=3[C:5]2=[C:4]([C:15]2[CH:16]=[N:17][CH:18]=[CH:19][CH:20]=2)[C:3]=1[CH:21]([O:26][C:27]([CH3:30])([CH3:29])[CH3:28])[C:22]([O:24]C)=[O:23].[OH-].[Na+]. The catalyst is CO. The product is [CH3:1][C:2]1[N:7]=[C:6]2[S:8][C:9]3[CH2:14][CH2:13][CH2:12][CH2:11][C:10]=3[C:5]2=[C:4]([C:15]2[CH:16]=[N:17][CH:18]=[CH:19][CH:20]=2)[C:3]=1[CH:21]([O:26][C:27]([CH3:30])([CH3:29])[CH3:28])[C:22]([OH:24])=[O:23]. The yield is 0.610. (7) The reactants are C[O:2][C:3]1[CH:4]=[C:5]([C:9]([C:11]2[CH:16]=[CH:15][CH:14]=[CH:13][CH:12]=2)=[O:10])[CH:6]=[CH:7][CH:8]=1.Br.CCOC(C)=O. The catalyst is CC(O)=O. The product is [OH:2][C:3]1[CH:4]=[C:5]([C:9]([C:11]2[CH:16]=[CH:15][CH:14]=[CH:13][CH:12]=2)=[O:10])[CH:6]=[CH:7][CH:8]=1. The yield is 0.910. (8) The reactants are [CH3:1][S:2][C:3]1[N:4]=[CH:5][C:6]2[CH:12]=[CH:11][C:10](=[O:13])[NH:9][C:7]=2[N:8]=1.[Br:14]N1C(=O)CCC1=O. The catalyst is CN(C)C=O. The product is [Br:14][C:11]1[C:10](=[O:13])[NH:9][C:7]2[N:8]=[C:3]([S:2][CH3:1])[N:4]=[CH:5][C:6]=2[CH:12]=1. The yield is 0.480.